This data is from Experimentally validated miRNA-target interactions with 360,000+ pairs, plus equal number of negative samples. The task is: Binary Classification. Given a miRNA mature sequence and a target amino acid sequence, predict their likelihood of interaction. (1) The miRNA is hsa-miR-3156-5p with sequence AAAGAUCUGGAAGUGGGAGACA. The protein sequence of the target gene is MEPLRVLELYSGVGGMHHALRESCIPAQVVAAIDVNTVANEVYKYNFPHTQLLAKTIEGITLEEFDRLSFDMILMSPPCQPFTRIGRQGDMTDSRTNSFLHILDILPRLQKLPKYILLENVKGFEVSSTRDLLIQTIENCGFQYQEFLLSPTSLGIPNSRLRYFLIAKLQSEPLPFQAPGQVLMEFPKIESVHPQKYAMDVENKIQEKNVEPNISFDGSIQCSGKDAILFKLETAEEIHRKNQQDSDLSVKMLKDFLEDDTDVNQYLLPPKSLLRYALLLDIVQPTCRRSVCFTKGYGSY.... Result: 0 (no interaction). (2) The miRNA is hsa-miR-3145-3p with sequence AGAUAUUUUGAGUGUUUGGAAUUG. The protein sequence of the target gene is METGRSRGGGAAVSERGGGARAGVCGRQEQAGALAADMDSHCECAAETPAAEPPSGKINKAAFKLFKKRKSGGTMPSIFGVKNKGDGKSSGPTGMVRSRTHDGLAEVLVLEGSKKEEPPGGSDHSGARPIPGPPKPSGPGLGSLASSSVAKSHSFFSLLKKNGRSETGKGDHAEASKAGGKQKRGLKGIFSSMRWHRRDKRGKEEEEKAVRAAGPGNLVLPGSLTASLECVKEEPPRAARRPDSPGQDASRHAAGEPAGGEQAPASAESAPERICLEAGSPTGSGDQSSRGEDAEGHRRE.... Result: 0 (no interaction). (3) The miRNA is hsa-miR-6726-3p with sequence CUCGCCCUGUCUCCCGCUAG. The protein sequence of the target gene is MEKLFIAAGLFVGLVCLVKCMRFSQHLFLRFCKALPSSFLRSMGQWAVITGAGDGIGKAYSFELARHGLNVVLISRTLEKLQTIAEEIERTTGSCVKIVQADFTREDIYDHIKEHLEGLEIGILVNNVGMLPSFFPSHFLSTSGESQNLIHCNITSVVKMTQLVLKHMESRRKGLILNISSGAALRPWPLYSLYSASKAFVYTFSKALSVEYRDKGIIIQVLTPYSISTPMTKYLNNKMTKTADEFVKESLKYVTIGAESCGCLAHEIIAIILNRIPSRIFYSSTAQRFLLTRYSDYLKR.... Result: 0 (no interaction). (4) The miRNA is hsa-miR-6776-5p with sequence UCUGGGUGCAGUGGGGGUU. The protein sequence of the target gene is MGDNITSIREFLLLGFPVGPRIQMLLFGLFSLFYVFTLLGNGTILGLISLDSRLHAPMYFFLSHLAVVDIAYACNTVPRMLVNLLHPAKPISFAGRMMQTFLFSTFAVTECLLLVVMSYDLYVAICHPLRYLAIMTWRVCITLAVTSWTTGVLLSLIHLVLLLPLPFCRPQKIYHFFCEILAVLKLACADTHINENMVLAGAISGLVGPLSTIVVSYMCILCAILQIQSREVQRKAFRTCFSHLCVIGLVYGTAIIMYVGPRYGNPKEQKKYLLLFHSLFNPMLNPLICSLRNSEVKNTL.... Result: 1 (interaction).